Dataset: Reaction yield outcomes from USPTO patents with 853,638 reactions. Task: Predict the reaction yield, written as a fraction of the theoretical maximum amount of product (1.0 means a 100% yield; for example, 0.34 means a 34% yield). (1) The reactants are [C-:1]#[N:2].[Na+].[NH3:4].[NH4+].[Cl-].[CH:7]12[C:15](=O)[CH:11]([CH2:12][CH2:13][CH2:14]1)[CH2:10][CH2:9][CH2:8]2.Cl. The catalyst is CCO.CCOCC.O. The product is [NH2:4][C:15]1([C:1]#[N:2])[CH:11]2[CH2:12][CH2:13][CH2:14][CH:7]1[CH2:8][CH2:9][CH2:10]2. The yield is 0.520. (2) The yield is 0.310. No catalyst specified. The product is [Br:1][C:2]1[CH:7]=[C:6]([F:8])[CH:5]=[CH:4][C:3]=1[CH:9]1[N:10]=[C:11]([N:22]2[CH:26]=[N:25][CH:24]=[N:23]2)[NH:12][C:13]([CH2:20][N:28]2[CH2:33][CH2:32][O:31][CH2:30][CH:29]2[C:34]([OH:36])=[O:35])=[C:14]1[C:15]([O:17][CH2:18][CH3:19])=[O:16]. The reactants are [Br:1][C:2]1[CH:7]=[C:6]([F:8])[CH:5]=[CH:4][C:3]=1[CH:9]1[C:14]([C:15]([O:17][CH2:18][CH3:19])=[O:16])=[C:13]([CH2:20]Br)[NH:12][C:11]([N:22]2[CH:26]=[N:25][CH:24]=[N:23]2)=[N:10]1.Cl.[NH:28]1[CH2:33][CH2:32][O:31][CH2:30][CH:29]1[C:34]([OH:36])=[O:35]. (3) The reactants are C[Si](C)(C)[O-].[K+].C[O:8][C:9](=[O:41])[C@@H:10]([NH:16][C:17]([C:19]1[CH:27]=[C:26]2[C:22]([CH:23]=[N:24][N:25]2[CH2:28][CH:29]([CH3:31])[CH3:30])=[CH:21][C:20]=1[O:32][C:33]1[CH:38]=[CH:37][C:36]([F:39])=[CH:35][C:34]=1[F:40])=[O:18])[CH2:11][CH2:12][N:13]([CH3:15])[CH3:14].Cl. The catalyst is C1COCC1. The product is [F:40][C:34]1[CH:35]=[C:36]([F:39])[CH:37]=[CH:38][C:33]=1[O:32][C:20]1[CH:21]=[C:22]2[C:26](=[CH:27][C:19]=1[C:17]([NH:16][C@@H:10]([CH2:11][CH2:12][N:13]([CH3:14])[CH3:15])[C:9]([OH:41])=[O:8])=[O:18])[N:25]([CH2:28][CH:29]([CH3:31])[CH3:30])[N:24]=[CH:23]2. The yield is 0.680. (4) The product is [Br:1][C:18]1[C:17]([CH3:26])=[C:16]([C:13]2[CH:14]=[CH:15][C:10]([Cl:9])=[CH:11][CH:12]=2)[N:20]([CH3:21])[C:19]=1[C:22](=[O:25])[CH2:23][CH3:24]. The catalyst is C1COCC1.C(OCC)(=O)C. The yield is 0.900. The reactants are [Br:1]N1C(=O)CCC1=O.[Cl:9][C:10]1[CH:15]=[CH:14][C:13]([C:16]2[N:20]([CH3:21])[C:19]([C:22](=[O:25])[CH2:23][CH3:24])=[CH:18][C:17]=2[CH3:26])=[CH:12][CH:11]=1. (5) The reactants are [C:1]1(=O)[O:6][C:4](=[O:5])[CH:3]2[CH2:7][CH:8]=[CH:9][CH2:10][CH:2]12.[H-].[Al+3].[Li+].[H-].[H-].[H-].[C@H](O)(C([O-])=O)[C@@H](O)C([O-])=O.[Na+].[K+]. The catalyst is O1CCCC1. The product is [CH:2]1([CH2:1][OH:6])[CH2:10][CH:9]=[CH:8][CH2:7][CH:3]1[CH2:4][OH:5]. The yield is 0.820. (6) The reactants are [NH2:1][C:2]1[N:7]=[CH:6][N:5]=[C:4]2[N:8]([CH2:27][C@H:28]3[CH2:32][CH2:31][CH2:30][N:29]3[C:33](=[O:37])[CH2:34][C:35]#[N:36])[N:9]=[C:10]([C:11]3[CH:16]=[CH:15][C:14]([O:17][C:18]4[CH:23]=[CH:22][CH:21]=[C:20]([F:24])[C:19]=4[F:25])=[CH:13][C:12]=3[F:26])[C:3]=12.[CH:38]1([CH:41]=O)[CH2:40][CH2:39]1.N1CCCCC1. The catalyst is C(O)C. The product is [NH2:1][C:2]1[N:7]=[CH:6][N:5]=[C:4]2[N:8]([CH2:27][C@H:28]3[CH2:32][CH2:31][CH2:30][N:29]3[C:33]([C:34](=[CH:41][CH:38]3[CH2:40][CH2:39]3)[C:35]#[N:36])=[O:37])[N:9]=[C:10]([C:11]3[CH:16]=[CH:15][C:14]([O:17][C:18]4[CH:23]=[CH:22][CH:21]=[C:20]([F:24])[C:19]=4[F:25])=[CH:13][C:12]=3[F:26])[C:3]=12. The yield is 0.360.